Dataset: Forward reaction prediction with 1.9M reactions from USPTO patents (1976-2016). Task: Predict the product of the given reaction. (1) Given the reactants Cl.[OH:2][CH2:3][CH2:4][C:5](=[NH:9])OCC.C(O)(=O)C.[CH:14]([NH2:16])=[NH:15].O.NN.[N:20]([O-])=O.[Na+].Cl, predict the reaction product. The product is: [N:15]1[CH:14]=[N:16][N:9]=[C:5]([CH2:4][CH2:3][OH:2])[N:20]=1. (2) The product is: [CH2:57]([O:56][C:50]1[CH:51]=[CH:52][C:53]([CH3:55])=[CH:54][C:49]=1[CH:42]([C:43]1[CH:48]=[CH:47][CH:46]=[CH:45][CH:44]=1)[CH2:41][CH2:40][N:39]([CH2:18][CH2:17][CH:16]([C:2]1[CH:7]=[CH:6][CH:5]=[CH:4][CH:3]=1)[C:10]1[CH:11]=[C:12]([CH3:15])[CH:13]=[CH:14][C:9]=1[O:8][CH2:1][C:2]1[CH:7]=[CH:6][CH:5]=[CH:4][CH:3]=1)[CH:36]([CH3:38])[CH3:37])[C:58]1[CH:59]=[CH:60][CH:61]=[CH:62][CH:63]=1. Given the reactants [CH2:1]([O:8][C:9]1[CH:14]=[CH:13][C:12]([CH3:15])=[CH:11][C:10]=1[C:16]1[C:17](CCCC2C=CC=CC=2)=[C:18](S([O-])(=O)=O)C=CC=1C)[C:2]1[CH:7]=[CH:6][CH:5]=[CH:4][CH:3]=1.[CH:36]([NH:39][CH2:40][CH2:41][CH:42]([C:49]1[CH:54]=[C:53]([CH3:55])[CH:52]=[CH:51][C:50]=1[O:56][CH2:57][C:58]1[CH:63]=[CH:62][CH:61]=[CH:60][CH:59]=1)[C:43]1[CH:48]=[CH:47][CH:46]=[CH:45][CH:44]=1)([CH3:38])[CH3:37].O, predict the reaction product. (3) Given the reactants [Cl-:1].[Cl-].[C:3](=[Zr+2:6]([CH:20]1[C:28]2[C:23](=[CH:24][CH:25]=[CH:26][CH:27]=2)[C:22]([Si](C)(C)C)=[CH:21]1)[CH:7]1[C:15]2[C:10](=[CH:11][CH:12]=[CH:13][CH:14]=2)[C:9]([Si](C)(C)C)=[CH:8]1)([CH3:5])[CH3:4].C[Si](C)(C)C1C2[C:38](=CC=CC=2)[CH:37]([C:44](C2C3C(=CC=CC=3)C([Si](C)(C)C)=C2)(C)C)[CH:36]=1.[Li][Li].[C:64](C1C2[C:66](=CC=CC=2)[CH:64]([C:67](C2C3C(=CC=CC=3)[C:65]([C:64](C)([CH3:67])[CH3:66])=C2)(C)C)[CH:65]=1)([CH3:67])([CH3:66])[CH3:65], predict the reaction product. The product is: [Cl-:1].[Cl-:1].[C:3](=[Zr+2:6]([CH:20]1[C:28]2[C:23](=[CH:24][CH:25]=[CH:26][CH:27]=2)[C:22]([C:64]([CH3:67])([CH3:66])[CH3:65])=[CH:21]1)[CH:7]1[C:15]2[C:10](=[CH:11][CH:12]=[CH:13][CH:14]=2)[C:9]([C:37]([CH3:44])([CH3:38])[CH3:36])=[CH:8]1)([CH3:5])[CH3:4]. (4) Given the reactants F[C:2]1[CH:7]=[CH:6][C:5]([N+:8]([O-:10])=[O:9])=[CH:4][CH:3]=1.[CH3:11][N:12]1[CH2:17][CH2:16][CH:15]([N:18]2[CH2:23][CH2:22][NH:21][CH2:20][CH2:19]2)[CH2:14][CH2:13]1.C(N(CC)CC)C, predict the reaction product. The product is: [CH3:11][N:12]1[CH2:13][CH2:14][CH:15]([N:18]2[CH2:23][CH2:22][N:21]([C:2]3[CH:7]=[CH:6][C:5]([N+:8]([O-:10])=[O:9])=[CH:4][CH:3]=3)[CH2:20][CH2:19]2)[CH2:16][CH2:17]1. (5) Given the reactants [N+:1]([C:4]1[CH:9]=[CH:8][C:7]([C:10](=[O:12])[CH3:11])=[CH:6][CH:5]=1)([O-:3])=[O:2].[CH3:13][N:14]([CH:16](OC)OC)[CH3:15], predict the reaction product. The product is: [CH3:13][N:14]([CH3:16])/[CH:15]=[CH:11]/[C:10]([C:7]1[CH:6]=[CH:5][C:4]([N+:1]([O-:3])=[O:2])=[CH:9][CH:8]=1)=[O:12]. (6) Given the reactants C1(N2C3C(=CC=CC=3)C(CCCN3CCC(C4C=C(NC(=O)C(C)C)C=CC=4)CC3)=C2C2C=CC=CC=2)C=CC=CC=1.[CH3:43][CH:44]([CH3:71])[C:45]([NH:47][C:48]1[CH:53]=[CH:52][CH:51]=[C:50]([CH:54]2[CH2:59][CH2:58][N:57]([CH2:60][CH2:61][CH2:62][C:63](=O)[C:64]3[CH:69]=[CH:68][CH:67]=[CH:66][CH:65]=3)[CH2:56][CH2:55]2)[CH:49]=1)=[O:46].[NH:72]([C:74]1[CH:79]=[CH:78][CH:77]=[CH:76][N:75]=1)[NH2:73], predict the reaction product. The product is: [CH3:43][CH:44]([CH3:71])[C:45]([NH:47][C:48]1[CH:53]=[CH:52][CH:51]=[C:50]([CH:54]2[CH2:59][CH2:58][N:57]([CH2:60][CH2:61][CH2:62]/[C:63](/[C:64]3[CH:69]=[CH:68][CH:67]=[CH:66][CH:65]=3)=[N:73]\[NH:72][C:74]3[CH:79]=[CH:78][CH:77]=[CH:76][N:75]=3)[CH2:56][CH2:55]2)[CH:49]=1)=[O:46].